Dataset: CYP3A4 inhibition data for predicting drug metabolism from PubChem BioAssay. Task: Regression/Classification. Given a drug SMILES string, predict its absorption, distribution, metabolism, or excretion properties. Task type varies by dataset: regression for continuous measurements (e.g., permeability, clearance, half-life) or binary classification for categorical outcomes (e.g., BBB penetration, CYP inhibition). Dataset: cyp3a4_veith. (1) The drug is Cc1ccc(C(=O)NC(=S)Nc2cccc3nsnc23)cc1. The result is 0 (non-inhibitor). (2) The molecule is COC(=O)N1CCC2(CCCN(C)C2)CC1. The result is 0 (non-inhibitor). (3) The molecule is Cc1ccc(C2=Nc3ccccc3S[C@@H](c3cccc([N+](=O)[O-])c3)C2)cc1. The result is 1 (inhibitor).